Dataset: Drug-target binding data from BindingDB using IC50 measurements. Task: Regression. Given a target protein amino acid sequence and a drug SMILES string, predict the binding affinity score between them. We predict pIC50 (pIC50 = -log10(IC50 in M); higher means more potent). Dataset: bindingdb_ic50. The drug is C[C@H](CN1CCc2ccccc2C1)NC(=O)c1ccc(-c2noc(C(F)(F)F)n2)cc1. The target protein sequence is TKPRFTTGLVYDTLMLKHQCTCGSSSSHPEHAGRIQSIWSRLQETGLRGKCECIRGRKATLEELQTVHSEAHTLLYGTNPLNRQKLDSKKLLGSLASVFVRLPCGGVGVDSDTIWNEVHSAGAARLAVGCVVELVFKVATGELKNGFAVVRPPGHHAEESTPMGFCYFNSVAVAAKLLQQRLSVSKILIVDWDVHHGNGTQQAFYSDPSVLYMSLHRYDDGNFFPGSGAPDEVGTGPGVGFNVNMAFTGGLDPPMGDAEYLAAFRTVVMPIASEFAPDVVLVSSGFDAVEGHPTPLGGYNLSARCFGYLTKQLMGLAGGRIVLALEGGHDLTAICDASEACVSALLGNELDPLPEKVLQQRPNANAVRSMEKVMEIHSKYWRCLQ. The pIC50 is 8.0.